Dataset: Forward reaction prediction with 1.9M reactions from USPTO patents (1976-2016). Task: Predict the product of the given reaction. The product is: [CH3:1][O:2][C:3]1[CH:12]=[CH:11][C:10]([N:13]2[CH:17]=[N:16][N:15]=[N:14]2)=[CH:9][C:4]=1[C:5]([OH:7])=[O:6]. Given the reactants [CH3:1][O:2][C:3]1[CH:12]=[CH:11][C:10]([N:13]2[CH:17]=[N:16][N:15]=[N:14]2)=[CH:9][C:4]=1[C:5]([O:7]C)=[O:6].CO.[OH-].[Na+], predict the reaction product.